Dataset: Peptide-MHC class II binding affinity with 134,281 pairs from IEDB. Task: Regression. Given a peptide amino acid sequence and an MHC pseudo amino acid sequence, predict their binding affinity value. This is MHC class II binding data. (1) The peptide sequence is IGGPVSSHNHIPGYK. The MHC is DRB1_0301 with pseudo-sequence DRB1_0301. The binding affinity (normalized) is 0.188. (2) The peptide sequence is DVKFPGGGQIVTGVY. The MHC is HLA-DQA10501-DQB10301 with pseudo-sequence HLA-DQA10501-DQB10301. The binding affinity (normalized) is 0.760. (3) The peptide sequence is HLRKVILSEISFHLV. The MHC is DRB5_0101 with pseudo-sequence DRB5_0101. The binding affinity (normalized) is 0.793.